Dataset: CYP2D6 inhibition data for predicting drug metabolism from PubChem BioAssay. Task: Regression/Classification. Given a drug SMILES string, predict its absorption, distribution, metabolism, or excretion properties. Task type varies by dataset: regression for continuous measurements (e.g., permeability, clearance, half-life) or binary classification for categorical outcomes (e.g., BBB penetration, CYP inhibition). Dataset: cyp2d6_veith. The compound is CCOc1cc(/C=N/NC(=O)CNc2cccc(C)c2)ccc1OC(=O)c1ccccc1. The result is 0 (non-inhibitor).